From a dataset of Forward reaction prediction with 1.9M reactions from USPTO patents (1976-2016). Predict the product of the given reaction. (1) The product is: [C:1]1([C:26]2[CH:31]=[CH:30][CH:29]=[CH:28][CH:27]=2)[CH:6]=[CH:5][C:4]([C:7]2[N:12]=[C:11]3[CH:13]=[C:14]([C:35]4[CH:36]=[C:37]([CH:41]=[CH:42][CH:43]=4)[C:38]([OH:40])=[O:39])[N:15]([CH2:16][O:17][CH2:18][CH2:19][Si:20]([CH3:22])([CH3:21])[CH3:23])[C:10]3=[CH:9][C:8]=2[Cl:25])=[CH:3][CH:2]=1. Given the reactants [C:1]1([C:26]2[CH:31]=[CH:30][CH:29]=[CH:28][CH:27]=2)[CH:6]=[CH:5][C:4]([C:7]2[N:12]=[C:11]3[CH:13]=[C:14](Cl)[N:15]([CH2:16][O:17][CH2:18][CH2:19][Si:20]([CH3:23])([CH3:22])[CH3:21])[C:10]3=[CH:9][C:8]=2[Cl:25])=[CH:3][CH:2]=1.B([C:35]1[CH:36]=[C:37]([CH:41]=[CH:42][CH:43]=1)[C:38]([OH:40])=[O:39])(O)O.C([O-])([O-])=O.[Na+].[Na+], predict the reaction product. (2) Given the reactants CC[N:3]=C=NCCCN(C)C.Cl.ON1C2C=CC=CC=2N=N1.[NH2:23][C:24]1[C:32]([Cl:33])=[CH:31][CH:30]=[CH:29][C:25]=1[C:26](O)=[O:27].O.N, predict the reaction product. The product is: [NH2:23][C:24]1[C:32]([Cl:33])=[CH:31][CH:30]=[CH:29][C:25]=1[C:26]([NH2:3])=[O:27]. (3) Given the reactants S(Cl)([O:4][CH2:5][Cl:6])(=O)=O.[C:8]([O:12][C:13]([NH:15][CH2:16][CH2:17][CH2:18][C:19](O)=[O:20])=[O:14])([CH3:11])([CH3:10])[CH3:9].C([O-])(O)=O.[Na+], predict the reaction product. The product is: [Cl:6][CH2:5][O:4][C:19](=[O:20])[CH2:18][CH2:17][CH2:16][NH:15][C:13]([O:12][C:8]([CH3:10])([CH3:9])[CH3:11])=[O:14]. (4) The product is: [CH2:26]([N:10]1[CH2:9][CH2:8][O:7][C:6]2[CH:5]=[CH:4][C:3]([B:12]3[O:16][C:15]([CH3:18])([CH3:17])[C:14]([CH3:20])([CH3:19])[O:13]3)=[C:2]([Cl:1])[C:11]1=2)[CH:25]=[CH2:24]. Given the reactants [Cl:1][C:2]1[C:11]2[NH:10][CH2:9][CH2:8][O:7][C:6]=2[CH:5]=[CH:4][C:3]=1[B:12]1[O:16][C:15]([CH3:18])([CH3:17])[C:14]([CH3:20])([CH3:19])[O:13]1.[H-].[Na+].Br[CH2:24][CH:25]=[CH2:26].O, predict the reaction product.